Dataset: Reaction yield outcomes from USPTO patents with 853,638 reactions. Task: Predict the reaction yield, written as a fraction of the theoretical maximum amount of product (1.0 means a 100% yield; for example, 0.34 means a 34% yield). (1) The reactants are [CH3:1][O:2][C:3](=[O:15])[C:4]1[CH:9]=[C:8](I)[C:7]([CH:11]([F:13])[F:12])=[CH:6][C:5]=1[NH2:14].[CH:16]([N:19]1[C:23]([Sn](CCCC)(CCCC)CCCC)=[CH:22][CH:21]=[N:20]1)([CH3:18])[CH3:17]. The catalyst is O1CCOCC1.C1C=CC(P(C2C=CC=CC=2)[C-]2C=CC=C2)=CC=1.C1C=CC(P(C2C=CC=CC=2)[C-]2C=CC=C2)=CC=1.Cl[Pd]Cl.[Fe+2]. The product is [CH3:1][O:2][C:3](=[O:15])[C:4]1[CH:9]=[C:8]([C:23]2[N:19]([CH:16]([CH3:18])[CH3:17])[N:20]=[CH:21][CH:22]=2)[C:7]([CH:11]([F:13])[F:12])=[CH:6][C:5]=1[NH2:14]. The yield is 0.540. (2) The reactants are C[O:2][C:3](=[O:24])[CH:4]([C:11]1[CH:16]=[CH:15][C:14]([S:17]([C:20]([F:23])([F:22])[F:21])(=[O:19])=[O:18])=[CH:13][CH:12]=1)[CH2:5][CH:6]1[CH2:10][CH2:9][CH2:8][CH2:7]1.[OH-].[Li+]. The catalyst is O1CCCC1. The product is [CH:6]1([CH2:5][CH:4]([C:11]2[CH:12]=[CH:13][C:14]([S:17]([C:20]([F:23])([F:21])[F:22])(=[O:19])=[O:18])=[CH:15][CH:16]=2)[C:3]([OH:24])=[O:2])[CH2:10][CH2:9][CH2:8][CH2:7]1. The yield is 0.770. (3) The reactants are [OH-].[Na+].[OH:3][C:4]1[CH:9]=[CH:8][C:7]([C:10](=[O:15])[CH2:11][CH2:12][CH2:13]Cl)=[CH:6][CH:5]=1.C(O)(=O)C. The catalyst is O. The product is [CH:11]1([C:10]([C:7]2[CH:8]=[CH:9][C:4]([OH:3])=[CH:5][CH:6]=2)=[O:15])[CH2:13][CH2:12]1. The yield is 0.950. (4) The reactants are [CH3:1][O:2][C:3](=[O:19])[CH2:4]P(OCC(F)(F)F)(OCC(F)(F)F)=O.C[Si]([N-][Si](C)(C)C)(C)C.[K+].[Br:30][C:31]1[CH:32]=[C:33]([CH:36]=O)[S:34][CH:35]=1.[NH4+].[Cl-]. The catalyst is C1COCC1.CCOC(C)=O.O. The product is [CH3:1][O:2][C:3](=[O:19])[CH:4]=[CH:36][C:33]1[S:34][CH:35]=[C:31]([Br:30])[CH:32]=1. The yield is 0.870. (5) The reactants are C1C=CC(P(C2C=CC=CC=2)C2C=CC=CC=2)=CC=1.II.[CH2:22]([O:29][N:30]1[C:36](=[O:37])[N:35]2[CH2:38][C@H:31]1[CH2:32][CH2:33][C@H:34]2[C:39]([NH:41][NH:42][C:43](=O)[CH2:44][C:45]1([NH:48][C:49](=[O:55])[O:50][C:51]([CH3:54])([CH3:53])[CH3:52])[CH2:47][CH2:46]1)=[O:40])[C:23]1[CH:28]=[CH:27][CH:26]=[CH:25][CH:24]=1. The catalyst is C(Cl)Cl. The product is [CH2:22]([O:29][N:30]1[C:36](=[O:37])[N:35]2[CH2:38][C@H:31]1[CH2:32][CH2:33][C@H:34]2[C:39]1[O:40][C:43]([CH2:44][C:45]2([NH:48][C:49](=[O:55])[O:50][C:51]([CH3:52])([CH3:53])[CH3:54])[CH2:47][CH2:46]2)=[N:42][N:41]=1)[C:23]1[CH:28]=[CH:27][CH:26]=[CH:25][CH:24]=1. The yield is 0.870. (6) The reactants are N12CCCN=C1CCCCC2.[Cl:12][C:13]1[CH:18]=[CH:17][C:16]([C:19](=[CH2:24])[C:20]([O:22][CH3:23])=[O:21])=[CH:15][CH:14]=1.[N+:25]([CH:28]([CH3:30])[CH3:29])([O-:27])=[O:26]. The catalyst is CC#N. The product is [Cl:12][C:13]1[CH:14]=[CH:15][C:16]([CH:19]([CH2:24][C:28]([CH3:30])([N+:25]([O-:27])=[O:26])[CH3:29])[C:20]([O:22][CH3:23])=[O:21])=[CH:17][CH:18]=1. The yield is 0.987.